This data is from Forward reaction prediction with 1.9M reactions from USPTO patents (1976-2016). The task is: Predict the product of the given reaction. The product is: [Cl:24][C:15]1[CH:16]=[C:17]([C:20]([F:21])([F:22])[F:23])[CH:18]=[CH:19][C:14]=1[N:11]1[CH2:12][CH2:13][NH:8][CH2:9][CH2:10]1. Given the reactants C(OC([N:8]1[CH2:13][CH2:12][N:11]([C:14]2[CH:19]=[CH:18][C:17]([C:20]([F:23])([F:22])[F:21])=[CH:16][C:15]=2[Cl:24])[CH2:10][CH2:9]1)=O)(C)(C)C.FC(F)(F)C(O)=O, predict the reaction product.